Dataset: Forward reaction prediction with 1.9M reactions from USPTO patents (1976-2016). Task: Predict the product of the given reaction. (1) The product is: [C:8]([O:11][CH:12]1[CH:17]([NH:18][C:44]([C@@H:42]2[C@H:41]([CH3:47])[O:40][C:39]([C:34]3[CH:35]=[CH:36][CH:37]=[CH:38][C:33]=3[OH:32])=[N:43]2)=[O:45])[CH:16]([O:19][C:20](=[O:22])[CH3:21])[CH:15]([O:23][C:24](=[O:26])[CH3:25])[CH:14]([CH2:27][O:28][C:29](=[O:31])[CH3:30])[O:13]1)(=[O:10])[CH3:9]. Given the reactants CCN(CC)CC.[C:8]([O:11][C@@H:12]1[C@H:17]([NH3+:18])[C@@H:16]([O:19][C:20](=[O:22])[CH3:21])[C@H:15]([O:23][C:24](=[O:26])[CH3:25])[C@@H:14]([CH2:27][O:28][C:29](=[O:31])[CH3:30])[O:13]1)(=[O:10])[CH3:9].[OH:32][C:33]1[CH:38]=[CH:37][CH:36]=[CH:35][C:34]=1[C:39]1[O:40][C@@H:41]([CH3:47])[C@@H:42]([C:44](O)=[O:45])[N:43]=1.C1C=CC2N(O)N=NC=2C=1.C1CCC(N=C=NC2CCCCC2)CC1, predict the reaction product. (2) Given the reactants Br[C:2]1[CH:7]=[C:6]([Cl:8])[C:5]([C:9]([N:11]2[C:19]3[CH:18]=[CH:17][N:16]=[CH:15][C:14]=3[CH:13]=[CH:12]2)=[O:10])=[C:4]([Cl:20])[CH:3]=1.C(=O)([O-])[O-].[K+].[K+].[N:27]1[CH:32]=[CH:31][CH:30]=[C:29](B(O)O)[CH:28]=1.O, predict the reaction product. The product is: [Cl:8][C:6]1[CH:7]=[C:2]([C:29]2[CH:28]=[N:27][CH:32]=[CH:31][CH:30]=2)[CH:3]=[C:4]([Cl:20])[C:5]=1[C:9]([N:11]1[C:19]2[CH:18]=[CH:17][N:16]=[CH:15][C:14]=2[CH:13]=[CH:12]1)=[O:10].